Dataset: Forward reaction prediction with 1.9M reactions from USPTO patents (1976-2016). Task: Predict the product of the given reaction. Given the reactants [N:1]1[C:14]2[C:5](=[CH:6][CH:7]=[C:8]3[C:13]=2[N:12]=[CH:11][CH:10]=[CH:9]3)[CH:4]=[CH:3][CH:2]=1.[N+]([O-])([O-])=O.[Fe+2:19].[N+]([O-])([O-])=O.N, predict the reaction product. The product is: [Fe:19].[N:1]1[C:14]2[C:5](=[CH:6][CH:7]=[C:8]3[C:13]=2[N:12]=[CH:11][CH:10]=[CH:9]3)[CH:4]=[CH:3][CH:2]=1.